This data is from NCI-60 drug combinations with 297,098 pairs across 59 cell lines. The task is: Regression. Given two drug SMILES strings and cell line genomic features, predict the synergy score measuring deviation from expected non-interaction effect. (1) Drug 1: CNC(=O)C1=NC=CC(=C1)OC2=CC=C(C=C2)NC(=O)NC3=CC(=C(C=C3)Cl)C(F)(F)F. Drug 2: COCCOC1=C(C=C2C(=C1)C(=NC=N2)NC3=CC=CC(=C3)C#C)OCCOC.Cl. Synergy scores: CSS=21.7, Synergy_ZIP=1.08, Synergy_Bliss=4.02, Synergy_Loewe=-1.01, Synergy_HSA=6.80. Cell line: NCI-H322M. (2) Drug 1: C1CCC(C1)C(CC#N)N2C=C(C=N2)C3=C4C=CNC4=NC=N3. Drug 2: COC1=C(C=C2C(=C1)N=CN=C2NC3=CC(=C(C=C3)F)Cl)OCCCN4CCOCC4. Cell line: SF-295. Synergy scores: CSS=2.03, Synergy_ZIP=-2.63, Synergy_Bliss=-2.55, Synergy_Loewe=-1.30, Synergy_HSA=-1.15. (3) Drug 1: COC1=CC(=CC(=C1O)OC)C2C3C(COC3=O)C(C4=CC5=C(C=C24)OCO5)OC6C(C(C7C(O6)COC(O7)C8=CC=CS8)O)O. Drug 2: COC1=C2C(=CC3=C1OC=C3)C=CC(=O)O2. Cell line: HOP-62. Synergy scores: CSS=25.1, Synergy_ZIP=0.794, Synergy_Bliss=1.83, Synergy_Loewe=-30.6, Synergy_HSA=2.72. (4) Drug 1: C1=CC(=CC=C1CC(C(=O)O)N)N(CCCl)CCCl.Cl. Drug 2: CCC1(C2=C(COC1=O)C(=O)N3CC4=CC5=C(C=CC(=C5CN(C)C)O)N=C4C3=C2)O.Cl. Cell line: IGROV1. Synergy scores: CSS=23.7, Synergy_ZIP=-12.1, Synergy_Bliss=-3.69, Synergy_Loewe=-6.41, Synergy_HSA=0.167. (5) Drug 1: CCC1=CC2CC(C3=C(CN(C2)C1)C4=CC=CC=C4N3)(C5=C(C=C6C(=C5)C78CCN9C7C(C=CC9)(C(C(C8N6C)(C(=O)OC)O)OC(=O)C)CC)OC)C(=O)OC.C(C(C(=O)O)O)(C(=O)O)O. Drug 2: CNC(=O)C1=NC=CC(=C1)OC2=CC=C(C=C2)NC(=O)NC3=CC(=C(C=C3)Cl)C(F)(F)F. Cell line: OVCAR-5. Synergy scores: CSS=58.3, Synergy_ZIP=-6.13, Synergy_Bliss=-0.759, Synergy_Loewe=-34.8, Synergy_HSA=-0.804.